This data is from Full USPTO retrosynthesis dataset with 1.9M reactions from patents (1976-2016). The task is: Predict the reactants needed to synthesize the given product. (1) Given the product [O:7]([C:8]1[CH:13]=[CH:12][CH:11]=[CH:10][C:9]=1[C:29]1[CH:30]=[CH:31][O:27][CH:28]=1)[C@@H:6]1[S:15][CH2:16][C@@H:17]([OH:23])[C@H:18]([OH:19])[C@H:5]1[OH:4], predict the reactants needed to synthesize it. The reactants are: C([O:4][C@@H:5]1[C@@H:18]([O:19]C(=O)C)[C@H:17]([O:23]C(=O)C)[CH2:16][S:15][C@H:6]1[O:7][C:8]1[CH:13]=[CH:12][CH:11]=[CH:10][C:9]=1Br)(=O)C.[O:27]1[CH:31]=[CH:30][C:29](B(O)O)=[CH:28]1. (2) The reactants are: [CH:1]1([C:7]2([CH3:27])[N:11]([CH3:12])[C:10](=[O:13])[N:9]([CH2:14][C:15]([C:17]3[CH:22]=[CH:21][C:20]([N+:23]([O-])=O)=[CH:19][CH:18]=3)=[O:16])[C:8]2=[O:26])[CH2:6][CH2:5][CH2:4][CH2:3][CH2:2]1. Given the product [NH2:23][C:20]1[CH:21]=[CH:22][C:17]([C:15](=[O:16])[CH2:14][N:9]2[C:8](=[O:26])[C:7]([CH:1]3[CH2:2][CH2:3][CH2:4][CH2:5][CH2:6]3)([CH3:27])[N:11]([CH3:12])[C:10]2=[O:13])=[CH:18][CH:19]=1, predict the reactants needed to synthesize it. (3) Given the product [Cl:7][C:8]1[CH:24]=[CH:23][C:11]([C:12]([NH:14][C:15]2[CH:20]=[CH:19][CH:18]=[CH:17][C:16]=2[O:21][CH3:22])=[O:13])=[CH:10][C:9]=1[C:35]1[C:40]([Cl:41])=[CH:39][C:38]([Cl:42])=[CH:37][N:36]=1, predict the reactants needed to synthesize it. The reactants are: C([O-])([O-])=O.[Na+].[Na+].[Cl:7][C:8]1[CH:24]=[CH:23][C:11]([C:12]([NH:14][C:15]2[CH:20]=[CH:19][CH:18]=[CH:17][C:16]=2[O:21][CH3:22])=[O:13])=[CH:10][C:9]=1B1OC(C)(C)C(C)(C)O1.Br[C:35]1[C:40]([Cl:41])=[CH:39][C:38]([Cl:42])=[CH:37][N:36]=1.